This data is from Catalyst prediction with 721,799 reactions and 888 catalyst types from USPTO. The task is: Predict which catalyst facilitates the given reaction. (1) Reactant: [CH2:1]([N:8]1[C:13](=[O:14])[C:12]2[N:15]=[C:16]([Br:18])[S:17][C:11]=2[N:10]=[C:9]1[CH:19](Br)[CH2:20][CH3:21])[C:2]1[CH:7]=[CH:6][CH:5]=[CH:4][CH:3]=1.[CH3:23][N:24]([CH3:28])[CH2:25][CH2:26][NH2:27]. Product: [CH2:1]([N:8]1[C:13](=[O:14])[C:12]2[N:15]=[C:16]([Br:18])[S:17][C:11]=2[N:10]=[C:9]1[CH:19]([NH:27][CH2:26][CH2:25][N:24]([CH3:28])[CH3:23])[CH2:20][CH3:21])[C:2]1[CH:7]=[CH:6][CH:5]=[CH:4][CH:3]=1. The catalyst class is: 8. (2) Reactant: [NH:1]1[C:9]2[C:4](=[CH:5][C:6]([NH:10][C:11]3[CH:16]=[CH:15][N:14]=[C:13]([C:17]4[CH:18]=[C:19]([CH:23]=[CH:24][CH:25]=4)[C:20](O)=[O:21])[N:12]=3)=[CH:7][CH:8]=2)[CH:3]=[N:2]1.[C:26]([O:30][C:31]([N:33]1[CH2:38][CH2:37][CH:36]([NH2:39])[CH2:35][CH2:34]1)=[O:32])([CH3:29])([CH3:28])[CH3:27].CN(C(ON1N=NC2C=CC=NC1=2)=[N+](C)C)C.F[P-](F)(F)(F)(F)F.CCN(CC)CC. Product: [NH:1]1[C:9]2[C:4](=[CH:5][C:6]([NH:10][C:11]3[CH:16]=[CH:15][N:14]=[C:13]([C:17]4[CH:18]=[C:19]([CH:23]=[CH:24][CH:25]=4)[C:20]([NH:39][CH:36]4[CH2:37][CH2:38][N:33]([C:31]([O:30][C:26]([CH3:29])([CH3:27])[CH3:28])=[O:32])[CH2:34][CH2:35]4)=[O:21])[N:12]=3)=[CH:7][CH:8]=2)[CH:3]=[N:2]1. The catalyst class is: 18. (3) The catalyst class is: 249. Reactant: [F:1][C:2]1[CH:7]=[CH:6][CH:5]=[C:4]([F:8])[C:3]=1[N:9]1[C:14]2=[N:15][C:16]([S:27][CH3:28])=[N:17][C:18]([C:19]3[CH:24]=[CH:23][C:22]([F:25])=[CH:21][C:20]=3[CH3:26])=[C:13]2[CH2:12][NH:11][C:10]1=[O:29].[OH:30]OS([O-])=O.[K+]. Product: [F:8][C:4]1[CH:5]=[CH:6][CH:7]=[C:2]([F:1])[C:3]=1[N:9]1[C:14]2=[N:15][C:16]([S:27]([CH3:28])=[O:30])=[N:17][C:18]([C:19]3[CH:24]=[CH:23][C:22]([F:25])=[CH:21][C:20]=3[CH3:26])=[C:13]2[CH2:12][NH:11][C:10]1=[O:29]. (4) Reactant: [CH3:1][O:2][C:3](=[O:23])[C:4]1[CH:9]=[CH:8][C:7]([O:10][CH3:11])=[C:6]([O:12][CH3:13])[C:5]=1[O:14][CH2:15][C:16]([O:18]C(C)(C)C)=[O:17].C([SiH](CC)CC)C.C(O)(C(F)(F)F)=O. Product: [CH3:1][O:2][C:3](=[O:23])[C:4]1[CH:9]=[CH:8][C:7]([O:10][CH3:11])=[C:6]([O:12][CH3:13])[C:5]=1[O:14][CH2:15][C:16]([OH:18])=[O:17]. The catalyst class is: 2. (5) Reactant: [Br:1][C:2]1[CH:11]=[C:10]2[C:5]([CH2:6][C:7]([CH3:14])([CH3:13])[CH2:8][C:9]2=O)=[CH:4][CH:3]=1.C1(C)C=CC=CC=1.[C:22]1([CH:28]([NH2:30])[CH3:29])[CH:27]=[CH:26][CH:25]=[CH:24][CH:23]=1.C(O)(C(F)(F)F)=O. Product: [Br:1][C:2]1[CH:11]=[C:10]2[C:5]([CH2:6][C:7]([CH3:14])([CH3:13])[CH2:8]/[C:9]/2=[N:30]\[CH:28]([C:22]2[CH:27]=[CH:26][CH:25]=[CH:24][CH:23]=2)[CH3:29])=[CH:4][CH:3]=1. The catalyst class is: 484. (6) Reactant: C(OC([N:8]1[CH2:13][CH2:12][CH:11]([NH:14][CH2:15][CH:16]([OH:25])[C:17]2[CH:22]=[CH:21][N:20]=[C:19]([S:23][CH3:24])[N:18]=2)[CH2:10][CH2:9]1)=O)(C)(C)C.CCOC(C)=O.[ClH:32]. Product: [ClH:32].[ClH:32].[CH3:24][S:23][C:19]1[N:18]=[C:17]([CH:16]([OH:25])[CH2:15][NH:14][CH:11]2[CH2:10][CH2:9][NH:8][CH2:13][CH2:12]2)[CH:22]=[CH:21][N:20]=1. The catalyst class is: 12.